Dataset: Catalyst prediction with 721,799 reactions and 888 catalyst types from USPTO. Task: Predict which catalyst facilitates the given reaction. (1) Reactant: [CH3:1][N:2]1[CH:6]=[CH:5][N:4]=[CH:3]1.[F:7][C:8]([F:28])([F:27])[C:9]([F:26])([F:25])[C:10]([F:24])([F:23])[C:11]([F:22])([F:21])[C:12]([F:20])([F:19])[C:13]([F:18])([F:17])[CH2:14][CH2:15][I:16]. Product: [I-:16].[CH3:1][NH+:2]1[CH:6]=[CH:5][N:4]([CH2:15][CH2:14][C:13]([F:17])([F:18])[C:12]([F:19])([F:20])[C:11]([F:21])([F:22])[C:10]([F:23])([F:24])[C:9]([F:26])([F:25])[C:8]([F:28])([F:27])[F:7])[CH2:3]1. The catalyst class is: 11. (2) Reactant: [Si:1]([O:18][CH:19]1[CH2:24][CH:23]2[CH:21]([CH:22]2[C:25](=[O:27])[CH3:26])[CH2:20]1)([C:14]([CH3:17])([CH3:16])[CH3:15])([C:8]1[CH:13]=[CH:12][CH:11]=[CH:10][CH:9]=1)[C:2]1[CH:7]=[CH:6][CH:5]=[CH:4][CH:3]=1.C[Si]([N-][Si](C)(C)C)(C)C.[Li+].[C:38](OCC)(=[O:44])[C:39]([O:41][CH2:42][CH3:43])=[O:40]. Product: [Si:1]([O:18][CH:19]1[CH2:24][CH:23]2[CH:21]([CH:22]2[C:25](=[O:27])[CH2:26][C:38](=[O:44])[C:39]([O:41][CH2:42][CH3:43])=[O:40])[CH2:20]1)([C:14]([CH3:17])([CH3:16])[CH3:15])([C:8]1[CH:13]=[CH:12][CH:11]=[CH:10][CH:9]=1)[C:2]1[CH:7]=[CH:6][CH:5]=[CH:4][CH:3]=1. The catalyst class is: 7.